Task: Predict the reaction yield, written as a fraction of the theoretical maximum amount of product (1.0 means a 100% yield; for example, 0.34 means a 34% yield).. Dataset: Reaction yield outcomes from USPTO patents with 853,638 reactions (1) The reactants are Br[CH2:2][C:3]1[S:17][C:6]2=[N:7][CH:8]=[C:9]([C:12]([O:14][CH2:15][CH3:16])=[O:13])[C:10](=[O:11])[N:5]2[CH:4]=1.[NH:18]1[CH2:23][CH2:22][O:21][CH2:20][CH2:19]1. The catalyst is CN(C=O)C.C(Cl)Cl. The product is [N:18]1([CH2:2][C:3]2[S:17][C:6]3=[N:7][CH:8]=[C:9]([C:12]([O:14][CH2:15][CH3:16])=[O:13])[C:10](=[O:11])[N:5]3[CH:4]=2)[CH2:23][CH2:22][O:21][CH2:20][CH2:19]1. The yield is 0.800. (2) The product is [CH2:25]([N:21]1[C:22]2[C:17](=[CH:16][C:15]([N:10]3[CH2:11][CH2:12][N:8]([C:3]4[CH:4]=[N:5][CH:6]=[CH:7][C:2]=4[CH3:1])[C:9]3=[O:13])=[CH:24][CH:23]=2)[CH2:18][CH2:19][C:20]1=[O:27])[CH3:26]. The reactants are [CH3:1][C:2]1[CH:7]=[CH:6][N:5]=[CH:4][C:3]=1[N:8]1[CH2:12][CH2:11][NH:10][C:9]1=[O:13].Br[C:15]1[CH:16]=[C:17]2[C:22](=[CH:23][CH:24]=1)[N:21]([CH2:25][CH3:26])[C:20](=[O:27])[CH2:19][CH2:18]2.O1CCOCC1.N[C@@H]1CCCC[C@H]1N.C(=O)([O-])[O-].[K+].[K+]. The yield is 0.320. The catalyst is [Cu](I)I. (3) The reactants are I[C:2]1[CH:14]=[CH:13][C:5]2[C:6](=[O:12])[CH2:7][CH2:8][C:9](=[O:11])[NH:10][C:4]=2[CH:3]=1.[F-].[K+].[Sn](C)(C)(C)[CH3:18].CCOC(C)=O. The catalyst is CN(C=O)C.[Cu]I.C1C=CC([P]([Pd]([P](C2C=CC=CC=2)(C2C=CC=CC=2)C2C=CC=CC=2)([P](C2C=CC=CC=2)(C2C=CC=CC=2)C2C=CC=CC=2)[P](C2C=CC=CC=2)(C2C=CC=CC=2)C2C=CC=CC=2)(C2C=CC=CC=2)C2C=CC=CC=2)=CC=1. The product is [CH3:18][C:2]1[CH:14]=[CH:13][C:5]2[C:6](=[O:12])[CH2:7][CH2:8][C:9](=[O:11])[NH:10][C:4]=2[CH:3]=1. The yield is 0.320.